From a dataset of Full USPTO retrosynthesis dataset with 1.9M reactions from patents (1976-2016). Predict the reactants needed to synthesize the given product. (1) Given the product [CH2:1]([O:5][CH2:6][CH2:7][O:8][C:9]1[CH:10]=[CH:11][C:12]([C:15]2[CH:32]=[N:31][C:18]3[N:19]([CH2:27][CH:28]([CH3:29])[CH3:30])[CH2:20][CH2:21][C:22]([C:24]([NH:57][C:56]4[CH:58]=[CH:59][C:53]([CH2:52][N:45]([CH3:44])[CH:46]5[CH2:51][CH2:50][O:49][CH2:48][CH2:47]5)=[CH:54][CH:55]=4)=[O:25])=[CH:23][C:17]=3[CH:16]=2)=[CH:13][CH:14]=1)[CH2:2][CH2:3][CH3:4], predict the reactants needed to synthesize it. The reactants are: [CH2:1]([O:5][CH2:6][CH2:7][O:8][C:9]1[CH:14]=[CH:13][C:12]([C:15]2[CH:32]=[N:31][C:18]3[N:19]([CH2:27][CH:28]([CH3:30])[CH3:29])[CH2:20][CH2:21][C:22]([C:24](O)=[O:25])=[CH:23][C:17]=3[CH:16]=2)=[CH:11][CH:10]=1)[CH2:2][CH2:3][CH3:4].CN(C=O)C.C(Cl)(=O)C(Cl)=O.[CH3:44][N:45]([CH2:52][C:53]1[CH:59]=[CH:58][C:56]([NH2:57])=[CH:55][CH:54]=1)[CH:46]1[CH2:51][CH2:50][O:49][CH2:48][CH2:47]1. (2) The reactants are: [NH2:1][C:2]1[CH:10]=[CH:9][CH:8]=[C:7]2[C:3]=1[CH2:4][CH2:5][CH2:6]2. Given the product [CH3:4][C:3]1([CH3:7])[CH:2]=[C:10]([CH3:9])[C:10]2[C:2](=[C:3]3[CH2:4][CH2:5][CH2:6][C:7]3=[CH:8][CH:9]=2)[NH:1]1, predict the reactants needed to synthesize it. (3) The reactants are: [C:1]1([CH3:22])[CH:6]=[C:5]([CH3:7])[CH:4]=[C:3]([CH3:8])[C:2]=1[NH:9][C:10]1[S:11][C:12]2[C:18]([N+:19]([O-])=O)=[CH:17][CH:16]=[CH:15][C:13]=2[N:14]=1. Given the product [C:1]1([CH3:22])[CH:6]=[C:5]([CH3:7])[CH:4]=[C:3]([CH3:8])[C:2]=1[NH:9][C:10]1[S:11][C:12]2[C:18]([NH2:19])=[CH:17][CH:16]=[CH:15][C:13]=2[N:14]=1, predict the reactants needed to synthesize it. (4) Given the product [O:14]=[C:13]1[N:1]([C:2]2[CH:7]=[C:6]([CH:5]=[CH:4][N:3]=2)[C:8]([OH:10])=[O:9])[C:17](=[O:18])[C:16]2[C:15](=[CH:24][CH:23]=[CH:22][CH:21]=2)[NH:12]1, predict the reactants needed to synthesize it. The reactants are: [NH2:1][C:2]1[CH:7]=[C:6]([C:8]([O:10]C)=[O:9])[CH:5]=[CH:4][N:3]=1.[N:12]([C:15]1[CH:24]=[CH:23][CH:22]=[CH:21][C:16]=1[C:17](OC)=[O:18])=[C:13]=[O:14].C[O-].[Na+].O.